Dataset: Forward reaction prediction with 1.9M reactions from USPTO patents (1976-2016). Task: Predict the product of the given reaction. Given the reactants C([O:4][C:5](=[O:19])[CH:6]([OH:18])[CH:7]([CH2:14][CH:15]([CH3:17])[CH3:16])[C:8]([O:10]C(C)C)=[O:9])(C)C.[OH-].[Na+].O1CCOCC1.[OH-].[K+], predict the reaction product. The product is: [OH:18][C@H:6]([CH:7]([CH2:14][CH:15]([CH3:17])[CH3:16])[C:8]([OH:10])=[O:9])[C:5]([OH:19])=[O:4].